From a dataset of Forward reaction prediction with 1.9M reactions from USPTO patents (1976-2016). Predict the product of the given reaction. Given the reactants [Br:1][C:2]1[C:3]([C:14]([O:16]CC)=O)=[N:4][O:5][C:6]=1[C:7]1[CH:12]=[CH:11][C:10]([Cl:13])=[CH:9][CH:8]=1.[CH:19]1([NH2:24])[CH2:23][CH2:22][CH2:21][CH2:20]1, predict the reaction product. The product is: [Br:1][C:2]1[C:3]([C:14]([NH:24][CH:19]2[CH2:23][CH2:22][CH2:21][CH2:20]2)=[O:16])=[N:4][O:5][C:6]=1[C:7]1[CH:8]=[CH:9][C:10]([Cl:13])=[CH:11][CH:12]=1.